From a dataset of Reaction yield outcomes from USPTO patents with 853,638 reactions. Predict the reaction yield, written as a fraction of the theoretical maximum amount of product (1.0 means a 100% yield; for example, 0.34 means a 34% yield). (1) The reactants are [C:1]1(=[O:10])[C:6]2[CH2:7][CH2:8][CH2:9][C:5]=2[CH:4]=[CH:3][NH:2]1.[H-].[Na+].[CH3:13]I. The catalyst is CN(C=O)C. The product is [CH3:13][N:2]1[CH:3]=[CH:4][C:5]2[CH2:9][CH2:8][CH2:7][C:6]=2[C:1]1=[O:10]. The yield is 0.670. (2) The reactants are C([NH:8][C:9]1[C:10]([CH3:27])=[C:11]([CH3:26])[C:12]2[O:16][CH2:15][CH:14]([C:17]3[CH:22]=[CH:21][C:20]([CH3:23])=[CH:19][CH:18]=3)[C:13]=2[C:24]=1[CH3:25])C1C=CC=CC=1. The catalyst is CCCCCC. The product is [CH3:25][C:24]1[C:13]2[CH:14]([C:17]3[CH:22]=[CH:21][C:20]([CH3:23])=[CH:19][CH:18]=3)[CH2:15][O:16][C:12]=2[C:11]([CH3:26])=[C:10]([CH3:27])[C:9]=1[NH2:8]. The yield is 0.910. (3) The reactants are N[C:2]1[CH:3]=[CH:4][C:5]([O:9][CH3:10])=[C:6]([OH:8])[CH:7]=1.[CH2:11]=O.[C:13]([BH3-])#[N:14].[Na+].[H-]. The catalyst is C(O)C.C(O)(=O)C. The product is [CH3:11][N:14]([CH3:13])[C:2]1[CH:3]=[CH:4][C:5]([O:9][CH3:10])=[C:6]([OH:8])[CH:7]=1. The yield is 0.200. (4) The reactants are [N:1]([CH2:4][C:5]1[CH:6]=[CH:7][C:8]([CH:11]([S:20]([C:23]2[CH:28]=[CH:27][C:26]([Cl:29])=[CH:25][CH:24]=2)(=[O:22])=[O:21])[C:12]2[CH:17]=[C:16]([F:18])[CH:15]=[CH:14][C:13]=2[F:19])=[N:9][CH:10]=1)=[N+]=[N-].[H][H].C(N(CC)CC)C.[C:39](=O)([O:45]C(C)(C)C)[O:40][C:41]([CH3:44])([CH3:43])[CH3:42]. The catalyst is [Pd].ClCCl.CCCCCC.C(O)C.C(OCC)(=O)C. The product is [Cl:29][C:26]1[CH:27]=[CH:28][C:23]([S:20]([CH:11]([C:12]2[CH:17]=[C:16]([F:18])[CH:15]=[CH:14][C:13]=2[F:19])[C:8]2[N:9]=[CH:10][C:5]([CH2:4][NH:1][C:39](=[O:45])[O:40][C:41]([CH3:44])([CH3:43])[CH3:42])=[CH:6][CH:7]=2)(=[O:21])=[O:22])=[CH:24][CH:25]=1. The yield is 0.370. (5) The reactants are [F:1][C:2]1[CH:3]=[C:4]([CH2:9][C:10]#[N:11])[CH:5]=[CH:6][C:7]=1[F:8].[F:12][C:13]1[CH:14]=[C:15]([CH:19]=[CH:20][C:21]([O:23][CH3:24])=[O:22])[CH:16]=[CH:17][CH:18]=1. The catalyst is C1(C)C=CC=CC=1.CC(C)([O-])C.[K+]. The product is [C:10]([CH:9]([C:4]1[CH:5]=[CH:6][C:7]([F:8])=[C:2]([F:1])[CH:3]=1)[CH:19]([C:15]1[CH:16]=[CH:17][CH:18]=[C:13]([F:12])[CH:14]=1)[CH2:20][C:21]([O:23][CH3:24])=[O:22])#[N:11]. The yield is 0.870. (6) The reactants are [F:1][C:2]([F:14])([F:13])[O:3][C:4]1[CH:12]=[CH:11][C:7]([C:8]([OH:10])=O)=[CH:6][CH:5]=1.CCN(C(C)C)C(C)C.CN(C(ON1N=NC2C=CC=NC1=2)=[N+](C)C)C.F[P-](F)(F)(F)(F)F.[NH2:48][C:49]([CH3:68])([CH2:52][O:53][C:54]1[C:55]([C:64]([F:67])([F:66])[F:65])=[CH:56][C:57]2[CH2:61][O:60][B:59]([OH:62])[C:58]=2[CH:63]=1)[C:50]#[N:51]. The catalyst is CN(C=O)C.O. The product is [C:50]([C:49]([NH:48][C:8](=[O:10])[C:7]1[CH:6]=[CH:5][C:4]([O:3][C:2]([F:1])([F:14])[F:13])=[CH:12][CH:11]=1)([CH3:68])[CH2:52][O:53][C:54]1[C:55]([C:64]([F:66])([F:67])[F:65])=[CH:56][C:57]2[CH2:61][O:60][B:59]([OH:62])[C:58]=2[CH:63]=1)#[N:51]. The yield is 0.170. (7) The reactants are [Cl:1][C:2]1[CH:7]=[C:6]([Cl:8])[CH:5]=[C:4]([Cl:9])[C:3]=1[C:10]1[C:11]([OH:16])=[CH:12][CH:13]=[CH:14][CH:15]=1.C(=O)([O-])[O-].[K+].[K+].C(Br)C=C.[CH2:27]([O:30]CC=C)[CH:28]=[CH2:29].C(C1C(C(F)(F)F)=CC=C(Cl)C=1O)C=C.C(C1C=CC=C(C2C(Cl)=CC(Cl)=CC=2Cl)C=1O)C=C.ClC1C=C(C=CC=1)C(OO)=O.ClC1C2OC(CO)CC=2C(C(F)(F)F)=CC=1. The catalyst is C1(C)C=C(C)C=C(C)C=1. The product is [Cl:1][C:2]1[CH:7]=[C:6]([Cl:8])[CH:5]=[C:4]([Cl:9])[C:3]=1[C:10]1[C:11]2[O:16][CH:28]([CH2:27][OH:30])[CH2:29][C:12]=2[CH:13]=[CH:14][CH:15]=1. The yield is 0.950. (8) The reactants are C([O-])([O-])=O.[K+].[K+].C1OCCOCCOCCOCCOCCOC1.COC(=O)[CH2:28][C:29]([N:31]([CH2:38][C:39]1[CH:44]=[CH:43][C:42]([O:45][CH3:46])=[CH:41][CH:40]=1)[CH2:32][CH2:33][C:34]([O:36]C)=O)=[O:30].Cl. The catalyst is C1(C)C=CC=CC=1.O. The product is [CH3:46][O:45][C:42]1[CH:41]=[CH:40][C:39]([CH2:38][N:31]2[CH2:32][CH2:33][C:34](=[O:36])[CH2:28][C:29]2=[O:30])=[CH:44][CH:43]=1. The yield is 0.690. (9) The reactants are [CH2:1]([S:3]([C:6]1[CH:15]=[CH:14][C:13]2[C:8](=[CH:9][CH:10]=[CH:11][CH:12]=2)[CH:7]=1)(=[O:5])=[O:4])[CH3:2].[Li]CCCC.[CH3:21][O:22][C:23](=[O:27])[CH2:24][CH2:25]I. The catalyst is C1COCC1. The product is [CH:7]1[C:8]2[C:13](=[CH:12][CH:11]=[CH:10][CH:9]=2)[CH:14]=[CH:15][C:6]=1[S:3]([CH:1]([CH3:2])[CH2:25][CH2:24][C:23]([O:22][CH3:21])=[O:27])(=[O:4])=[O:5]. The yield is 0.130.